This data is from Reaction yield outcomes from USPTO patents with 853,638 reactions. The task is: Predict the reaction yield, written as a fraction of the theoretical maximum amount of product (1.0 means a 100% yield; for example, 0.34 means a 34% yield). (1) No catalyst specified. The yield is 0.830. The product is [CH:1]([S:4]([N:12]1[CH2:17][CH2:16][CH:15]([NH:18][C:19]([NH:21][C:22]2[CH:27]=[CH:26][C:25]([C:28]([F:29])([F:30])[F:31])=[CH:24][CH:23]=2)=[O:20])[CH2:14][CH2:13]1)(=[O:6])=[O:5])([CH3:3])[CH3:2]. The reactants are [CH:1]([S:4](Cl)(=[O:6])=[O:5])([CH3:3])[CH3:2].CS([N:12]1[CH2:17][CH2:16][CH:15]([NH:18][C:19]([NH:21][C:22]2[CH:27]=[CH:26][C:25]([C:28]([F:31])([F:30])[F:29])=[CH:24][CH:23]=2)=[O:20])[CH2:14][CH2:13]1)(=O)=O. (2) The reactants are [C:1]12[C:7](=[CH:8][CH:9]=[CH:10][CH:11]=1)[NH:6][C:5](=[O:12])[O:4][C:2]2=[O:3].C1(P(C2C=CC=CC=2)C2C=CC=CC=2)C=CC=CC=1.[CH3:32][CH:33]([CH2:37][CH3:38])[CH2:34][CH2:35]O.N(C(OC(C)C)=O)=NC(OC(C)C)=O. The catalyst is C(Cl)Cl. The product is [CH3:32][CH:33]([CH2:37][CH3:38])[CH2:34][CH2:35][N:6]1[C:7]2[CH:8]=[CH:9][CH:10]=[CH:11][C:1]=2[C:2](=[O:3])[O:4][C:5]1=[O:12]. The yield is 0.150. (3) The reactants are Br[C:2]1[CH:8]=[C:7]([N+:9]([O-:11])=[O:10])[C:6]([F:12])=[CH:5][C:3]=1[NH2:4].[CH3:13][C:14]([CH3:23])([C:21]#[CH:22])[CH2:15][C:16]([O:18][CH2:19][CH3:20])=[O:17]. The catalyst is CCN(CC)CC.C(OCC)(=O)C.O.Cl[Pd](Cl)([P](C1C=CC=CC=1)(C1C=CC=CC=1)C1C=CC=CC=1)[P](C1C=CC=CC=1)(C1C=CC=CC=1)C1C=CC=CC=1.[Cu]I. The product is [CH2:19]([O:18][C:16](=[O:17])[CH2:15][C:14]([CH3:23])([CH3:13])[C:21]#[C:22][C:2]1[CH:8]=[C:7]([N+:9]([O-:11])=[O:10])[C:6]([F:12])=[CH:5][C:3]=1[NH2:4])[CH3:20]. The yield is 0.570. (4) The reactants are [Cl:1][C:2]1[N:7]=[CH:6][C:5]([S:8]([N:11]2[CH2:16][CH2:15][O:14][CH2:13][CH2:12]2)(=[O:10])=[O:9])=[CH:4][CH:3]=1.[CH3:17][O:18][CH2:19][CH2:20][NH:21][C:22]([C:24]1[CH:25]=[C:26]2[C:30](=[CH:31][CH:32]=1)[NH:29][C:28](=[O:33])[CH2:27]2)=[O:23]. No catalyst specified. The product is [ClH:1].[OH:33][C:28]1[NH:29][C:30]2[C:26]([C:27]=1[C:2]1[CH:3]=[CH:4][C:5]([S:8]([N:11]3[CH2:16][CH2:15][O:14][CH2:13][CH2:12]3)(=[O:10])=[O:9])=[CH:6][N:7]=1)=[CH:25][C:24]([C:22]([NH:21][CH2:20][CH2:19][O:18][CH3:17])=[O:23])=[CH:32][CH:31]=2. The yield is 0.0700. (5) The reactants are [F:1][C:2]1[CH:7]=[C:6]([F:8])[CH:5]=[CH:4][C:3]=1[CH2:9][CH2:10][C:11]1[CH:16]=[CH:15][C:14]([S:17]([C:20]2[CH:21]=[C:22]([CH2:26][OH:27])[CH:23]=[CH:24][CH:25]=2)(=[O:19])=[O:18])=[CH:13][CH:12]=1.C(=O)C1C=CC=CC=1.C[N+]1([O-])CCOCC1. The product is [F:1][C:2]1[CH:7]=[C:6]([F:8])[CH:5]=[CH:4][C:3]=1[CH2:9][CH2:10][C:11]1[CH:12]=[CH:13][C:14]([S:17]([C:20]2[CH:21]=[C:22]([CH:23]=[CH:24][CH:25]=2)[CH:26]=[O:27])(=[O:18])=[O:19])=[CH:15][CH:16]=1. The catalyst is ClCCl.C(OCC)(=O)C.[Ru]([O-])(=O)(=O)=O.C([N+](CCC)(CCC)CCC)CC. The yield is 0.680.